This data is from Reaction yield outcomes from USPTO patents with 853,638 reactions. The task is: Predict the reaction yield, written as a fraction of the theoretical maximum amount of product (1.0 means a 100% yield; for example, 0.34 means a 34% yield). The reactants are [CH3:1][O:2][C:3]1[CH:4]=[C:5]([NH:11][S:12]([CH2:15][C:16]([O:18][CH3:19])=[O:17])(=[O:14])=[O:13])[CH:6]=[CH:7][C:8]=1[O:9][CH3:10].[C:20](O[C:20]([O:22][C:23]([CH3:26])([CH3:25])[CH3:24])=[O:21])([O:22][C:23]([CH3:26])([CH3:25])[CH3:24])=[O:21]. The catalyst is CN(C1C=CN=CC=1)C.C(Cl)Cl. The product is [C:23]([O:22][C:20]([N:11]([C:5]1[CH:6]=[CH:7][C:8]([O:9][CH3:10])=[C:3]([O:2][CH3:1])[CH:4]=1)[S:12]([CH2:15][C:16]([O:18][CH3:19])=[O:17])(=[O:14])=[O:13])=[O:21])([CH3:26])([CH3:25])[CH3:24]. The yield is 0.677.